Task: Predict the reactants needed to synthesize the given product.. Dataset: Full USPTO retrosynthesis dataset with 1.9M reactions from patents (1976-2016) (1) Given the product [CH3:23][C:19]1[N:18]=[C:17]([NH:16][C:9](=[O:10])[O:11][C:12]([CH3:13])([CH3:14])[CH3:15])[CH:22]=[CH:21][CH:20]=1, predict the reactants needed to synthesize it. The reactants are: [C:9](O[C:9]([O:11][C:12]([CH3:15])([CH3:14])[CH3:13])=[O:10])([O:11][C:12]([CH3:15])([CH3:14])[CH3:13])=[O:10].[NH2:16][C:17]1[CH:22]=[CH:21][CH:20]=[C:19]([CH3:23])[N:18]=1. (2) Given the product [CH:37]12[CH2:43][CH:40]([CH2:39][CH2:38]1)[CH2:41][CH:42]2[N:10]1[C:11]2[C:12](=[N:13][C:14]([Cl:17])=[CH:15][CH:16]=2)[N:18]([C:19]2[CH:24]=[CH:23][C:22]([CH3:25])=[CH:21][CH:20]=2)[C:9]1=[O:8].[CH:1]12[CH2:7][CH:4]([CH2:5][CH2:6]1)[CH2:3][CH:2]2[O:8][C:9]1[N:18]([C:19]2[CH:20]=[CH:21][C:22]([CH3:25])=[CH:23][CH:24]=2)[C:12]2=[N:13][C:14]([Cl:17])=[CH:15][CH:16]=[C:11]2[N:10]=1, predict the reactants needed to synthesize it. The reactants are: [CH:1]12[CH2:7][CH:4]([CH2:5][CH2:6]1)[CH2:3][CH:2]2[O:8][C:9]1[N:18]([C:19]2[CH:24]=[CH:23][C:22]([CH3:25])=[CH:21][CH:20]=2)[C:12]2=[N:13][C:14]([Cl:17])=[CH:15][CH:16]=[C:11]2[N:10]=1.ClC1N=C2N([C:37]3[CH:42]=[CH:41][C:40]([CH3:43])=[CH:39][CH:38]=3)C(=O)NC2=CC=1.C1C2CC(Br)C(C2)C1.C([O-])([O-])=O.[Cs+].[Cs+].